From a dataset of Catalyst prediction with 721,799 reactions and 888 catalyst types from USPTO. Predict which catalyst facilitates the given reaction. (1) Reactant: [CH3:1][C:2]1[C:6]([C:7]([OH:9])=[O:8])=[CH:5][S:4][N:3]=1.C([Li])CCC.[I:15]I.Cl. Product: [I:15][C:5]1[S:4][N:3]=[C:2]([CH3:1])[C:6]=1[C:7]([OH:9])=[O:8]. The catalyst class is: 1. (2) Reactant: [O:1]=[C:2]1[C:7]2[CH:8]=[CH:9][CH:10]=[CH:11][C:6]=2[S:5][C:4]([C:12]2[N:17]=[C:16]([CH2:18][CH2:19][C:20]([N:22]3[CH2:26][CH2:25][CH2:24][CH:23]3[C:27]([O:29]C(C)(C)C)=[O:28])=[O:21])[CH:15]=[CH:14][CH:13]=2)=[N:3]1.C(OC(C)C)(C)C. Product: [O:1]=[C:2]1[C:7]2[CH:8]=[CH:9][CH:10]=[CH:11][C:6]=2[S:5][C:4]([C:12]2[N:17]=[C:16]([CH2:18][CH2:19][C:20]([N:22]3[CH2:26][CH2:25][CH2:24][C@H:23]3[C:27]([OH:29])=[O:28])=[O:21])[CH:15]=[CH:14][CH:13]=2)=[N:3]1. The catalyst class is: 55.